From a dataset of Full USPTO retrosynthesis dataset with 1.9M reactions from patents (1976-2016). Predict the reactants needed to synthesize the given product. (1) Given the product [C:19]([C:9]1[C@@H:10]([C:11]2[CH:16]=[CH:15][C:14]([C:17]#[N:18])=[CH:13][CH:12]=2)[N:5]2[N:4]=[C:3]([NH:2][C:41](=[O:42])[CH2:40][O:33][C:34]3[CH:39]=[CH:38][CH:37]=[CH:36][CH:35]=3)[N:32]=[C:6]2[N:7]([C:22]2[CH:27]=[CH:26][CH:25]=[C:24]([C:28]([F:29])([F:31])[F:30])[CH:23]=2)[C:8]=1[CH3:21])#[N:20], predict the reactants needed to synthesize it. The reactants are: Cl.[NH2:2][C:3]1[N:32]=[C:6]2[N:7]([C:22]3[CH:27]=[CH:26][CH:25]=[C:24]([C:28]([F:31])([F:30])[F:29])[CH:23]=3)[C:8]([CH3:21])=[C:9]([C:19]#[N:20])[C@@H:10]([C:11]3[CH:16]=[CH:15][C:14]([C:17]#[N:18])=[CH:13][CH:12]=3)[N:5]2[N:4]=1.[O:33]([CH2:40][C:41](Cl)=[O:42])[C:34]1[CH:39]=[CH:38][CH:37]=[CH:36][CH:35]=1. (2) Given the product [OH:11][C:4]1[CH:3]=[CH:2][C:10]([N:12]=[N:29][C:32]2[CH:20]=[CH:21][C:16]([C:22]3[S:26][S:25][C:24](=[S:27])[CH:23]=3)=[CH:17][CH:18]=2)=[CH:9][C:5]=1[C:6]([OH:8])=[O:7], predict the reactants needed to synthesize it. The reactants are: N[C:2]1[CH:10]=[CH:9][C:5]([C:6]([OH:8])=[O:7])=[C:4]([OH:11])[CH:3]=1.[N:12]([O-])=O.[Na+].[C:16]1([C:22]2[S:26][S:25][C:24](=[S:27])[CH:23]=2)[CH:21]=[CH:20]C=[CH:18][CH:17]=1.C[N:29]([CH3:32])C=O.